Dataset: Peptide-MHC class I binding affinity with 185,985 pairs from IEDB/IMGT. Task: Regression. Given a peptide amino acid sequence and an MHC pseudo amino acid sequence, predict their binding affinity value. This is MHC class I binding data. (1) The binding affinity (normalized) is 0. The MHC is H-2-Db with pseudo-sequence H-2-Db. The peptide sequence is LGVDYYDNV. (2) The peptide sequence is FEEMYRHIL. The MHC is HLA-A24:02 with pseudo-sequence HLA-A24:02. The binding affinity (normalized) is 0.0612. (3) The peptide sequence is YQVKYVSPV. The MHC is HLA-B27:20 with pseudo-sequence HLA-B27:20. The binding affinity (normalized) is 1.00.